From a dataset of Full USPTO retrosynthesis dataset with 1.9M reactions from patents (1976-2016). Predict the reactants needed to synthesize the given product. Given the product [CH2:27]([N:31]([CH3:32])[C:2]1[N:7]=[N:6][C:5]([NH:8][C:9](=[O:26])[CH:10]([NH:14][C:15](=[O:25])[CH2:16][C:17]2[CH:22]=[C:21]([F:23])[CH:20]=[C:19]([F:24])[CH:18]=2)[CH2:11][CH2:12][CH3:13])=[CH:4][CH:3]=1)[CH2:28][CH2:29][CH3:30], predict the reactants needed to synthesize it. The reactants are: Cl[C:2]1[N:7]=[N:6][C:5]([NH:8][C:9](=[O:26])[CH:10]([NH:14][C:15](=[O:25])[CH2:16][C:17]2[CH:22]=[C:21]([F:23])[CH:20]=[C:19]([F:24])[CH:18]=2)[CH2:11][CH2:12][CH3:13])=[CH:4][CH:3]=1.[CH2:27]([NH:31][CH3:32])[CH2:28][CH2:29][CH3:30].